Dataset: Peptide-MHC class I binding affinity with 185,985 pairs from IEDB/IMGT. Task: Regression. Given a peptide amino acid sequence and an MHC pseudo amino acid sequence, predict their binding affinity value. This is MHC class I binding data. (1) The peptide sequence is LFTKFFYLL. The MHC is HLA-A01:01 with pseudo-sequence HLA-A01:01. The binding affinity (normalized) is 0. (2) The peptide sequence is YILGFAIPI. The MHC is HLA-B57:01 with pseudo-sequence HLA-B57:01. The binding affinity (normalized) is 0.0847. (3) The peptide sequence is YLGPRVCWL. The MHC is HLA-A02:06 with pseudo-sequence HLA-A02:06. The binding affinity (normalized) is 0.709. (4) The peptide sequence is FMVSSIDEL. The MHC is H-2-Db with pseudo-sequence H-2-Db. The binding affinity (normalized) is 0.514. (5) The peptide sequence is KAYKIISLK. The MHC is HLA-B18:01 with pseudo-sequence HLA-B18:01. The binding affinity (normalized) is 0.0847. (6) The peptide sequence is TPDWNNETW. The MHC is Mamu-A2201 with pseudo-sequence Mamu-A2201. The binding affinity (normalized) is 0.164. (7) The peptide sequence is RSNAAIGAVF. The MHC is HLA-B07:02 with pseudo-sequence HLA-B07:02. The binding affinity (normalized) is 0.376. (8) The binding affinity (normalized) is 0. The peptide sequence is YCNTNYLSK. The MHC is HLA-A33:01 with pseudo-sequence HLA-A33:01. (9) The peptide sequence is VRGGMVAPL. The MHC is HLA-B18:01 with pseudo-sequence HLA-B18:01. The binding affinity (normalized) is 0.0847.